Dataset: Forward reaction prediction with 1.9M reactions from USPTO patents (1976-2016). Task: Predict the product of the given reaction. (1) Given the reactants [OH:1][C:2]1[CH:9]=[C:8]([OH:10])[CH:7]=[CH:6][C:3]=1[CH:4]=[O:5].[CH2:11](Br)[O:12][CH3:13].C(=O)([O-])[O-].[K+].[K+], predict the reaction product. The product is: [OH:1][C:2]1[CH:9]=[C:8]([O:10][CH2:11][O:12][CH3:13])[CH:7]=[CH:6][C:3]=1[CH:4]=[O:5]. (2) Given the reactants Br[C:2]1[CH:7]=[C:6](Br)[CH:5]=[CH:4][C:3]=1[O:9][CH3:10].[N:11]1[CH:16]=[CH:15][CH:14]=[CH:13][C:12]=1[Sn](CCCC)(CCCC)CCCC.[Cl-].[Li+], predict the reaction product. The product is: [CH3:10][O:9][C:3]1[CH:4]=[CH:5][C:6]([C:12]2[CH:13]=[CH:14][CH:15]=[CH:16][N:11]=2)=[CH:7][C:2]=1[C:16]1[CH:15]=[CH:14][CH:13]=[CH:12][N:11]=1. (3) Given the reactants [F:1][C:2]([F:42])([F:41])[C:3]1[CH:4]=[C:5]([C@H:13]2[O:17][C:16](=[O:18])[N:15]([CH2:19][C:20]3[C:21]([NH:30][CH:31]4[CH2:36][CH2:35][C:34](=O)[CH2:33][CH:32]4[CH2:38][CH3:39])=[N:22][CH:23]=[C:24]([C:26]([F:29])([F:28])[F:27])[CH:25]=3)[C@H:14]2[CH3:40])[CH:6]=[C:7]([C:9]([F:12])([F:11])[F:10])[CH:8]=1.Cl.[CH2:44]([NH2:46])[CH3:45].[BH-](OC(C)=O)(OC(C)=O)OC(C)=O.[Na+], predict the reaction product. The product is: [F:11][C:9]([F:12])([F:10])[C:7]1[CH:6]=[C:5]([C@H:13]2[O:17][C:16](=[O:18])[N:15]([CH2:19][C:20]3[C:21]([NH:30][CH:31]4[CH2:36][CH2:35][CH:34]([NH:46][CH2:44][CH3:45])[CH2:33][CH:32]4[CH2:38][CH3:39])=[N:22][CH:23]=[C:24]([C:26]([F:28])([F:27])[F:29])[CH:25]=3)[C@H:14]2[CH3:40])[CH:4]=[C:3]([C:2]([F:41])([F:42])[F:1])[CH:8]=1. (4) Given the reactants Br[C:2]1[CH:3]=[C:4]([NH2:11])[C:5]2[CH:6]=[N:7][NH:8][C:9]=2[CH:10]=1.CC1(C)C(C)(C)OB([C:20]2[CH:28]=[CH:27][CH:26]=[C:25]3[C:21]=2[CH:22]=[CH:23][NH:24]3)O1.C(=O)([O-])[O-].[Na+].[Na+], predict the reaction product. The product is: [NH:24]1[C:25]2[C:21](=[C:20]([C:2]3[CH:3]=[C:4]([NH2:11])[C:5]4[CH:6]=[N:7][NH:8][C:9]=4[CH:10]=3)[CH:28]=[CH:27][CH:26]=2)[CH:22]=[CH:23]1. (5) Given the reactants [CH:1]([C:3]1([OH:13])[CH2:12][CH2:11][CH2:10][CH2:9][CH2:8][CH2:7][CH2:6][CH2:5][CH2:4]1)=[CH2:2].C1(=O)CCCCCCCCC1, predict the reaction product. The product is: [C:3]1(=[O:13])[CH2:1][CH2:2][CH2:4][CH2:5][CH2:6][CH2:7][CH2:8][CH2:9][CH2:10][CH2:11][CH2:12]1. (6) The product is: [Cl:17][C:18]1[CH:31]=[CH:30][C:21]([CH2:22][N:23]2[CH2:28][CH2:27][CH:26]([NH:29][C:1](=[O:8])[C:2]3[CH:7]=[CH:6][CH:5]=[CH:4][CH:3]=3)[CH2:25][CH2:24]2)=[CH:20][C:19]=1[O:32][CH2:33][CH3:34]. Given the reactants [C:1](Cl)(=[O:8])[C:2]1[CH:7]=[CH:6][CH:5]=[CH:4][CH:3]=1.CCN(CC)CC.[Cl:17][C:18]1[CH:31]=[CH:30][C:21]([CH2:22][N:23]2[CH2:28][CH2:27][CH:26]([NH2:29])[CH2:25][CH2:24]2)=[CH:20][C:19]=1[O:32][CH2:33][CH3:34], predict the reaction product.